This data is from Reaction yield outcomes from USPTO patents with 853,638 reactions. The task is: Predict the reaction yield, written as a fraction of the theoretical maximum amount of product (1.0 means a 100% yield; for example, 0.34 means a 34% yield). The reactants are [F:1][C:2]1[CH:7]=[N:6][C:5]2[NH:8][CH:9]=[CH:10][C:4]=2[C:3]=1[CH:11]=[O:12].[I:13]I.[I-].[Na+].[OH-].[Na+]. The catalyst is CCO.OS([O-])=O.[Na+]. The product is [F:1][C:2]1[CH:7]=[N:6][C:5]2[NH:8][CH:9]=[C:10]([I:13])[C:4]=2[C:3]=1[CH:11]=[O:12]. The yield is 0.820.